This data is from Full USPTO retrosynthesis dataset with 1.9M reactions from patents (1976-2016). The task is: Predict the reactants needed to synthesize the given product. Given the product [NH2:2][CH2:1][C:3]1[CH:12]=[C:11]2[C:6]([C:7]([C:25]3[CH:30]=[CH:29][C:28]([CH3:31])=[C:27]([CH3:32])[CH:26]=3)=[C:8]([CH:15]([O:20][C:21]([CH3:22])([CH3:23])[CH3:24])[C:16]([O:18][CH3:19])=[O:17])[N:9]([CH3:14])[C:10]2=[O:13])=[CH:5][CH:4]=1, predict the reactants needed to synthesize it. The reactants are: [C:1]([C:3]1[CH:12]=[C:11]2[C:6]([C:7]([C:25]3[CH:30]=[CH:29][C:28]([CH3:31])=[C:27]([CH3:32])[CH:26]=3)=[C:8]([CH:15]([O:20][C:21]([CH3:24])([CH3:23])[CH3:22])[C:16]([O:18][CH3:19])=[O:17])[N:9]([CH3:14])[C:10]2=[O:13])=[CH:5][CH:4]=1)#[N:2].N.